Dataset: Forward reaction prediction with 1.9M reactions from USPTO patents (1976-2016). Task: Predict the product of the given reaction. (1) Given the reactants Cl[C:2]1[N:10]=[C:9]2[C:5]([N:6]=[CH:7][N:8]2[C:11]2[CH:16]=[CH:15][C:14]([I:17])=[C:13]([F:18])[CH:12]=2)=[CH:4][N:3]=1.Cl.[NH2:20][C@H:21]1[CH2:25][CH2:24][C@H:23]([OH:26])[CH2:22]1.C(N(C(C)C)C(C)C)C, predict the reaction product. The product is: [F:18][C:13]1[CH:12]=[C:11]([N:8]2[CH:7]=[N:6][C:5]3[C:9]2=[N:10][C:2]([NH:20][C@H:21]2[CH2:25][CH2:24][C@H:23]([OH:26])[CH2:22]2)=[N:3][CH:4]=3)[CH:16]=[CH:15][C:14]=1[I:17]. (2) Given the reactants [O:1]1[CH:3]([CH2:4][CH3:5])[CH2:2]1.[Na].P(=O)(O)(O)O.[CH:12]([O:15][CH2:16][CH:17]([OH:20])[CH2:18][CH3:19])([CH3:14])[CH3:13], predict the reaction product. The product is: [CH:12]([O:15][CH2:16][CH:17]([O:20][CH2:2][CH:3]([OH:1])[CH2:4][CH3:5])[CH2:18][CH3:19])([CH3:14])[CH3:13]. (3) Given the reactants [NH:1]1[CH2:5][CH2:4][CH2:3][C:2]1=[O:6].[CH:7]1([C:10]2[C:11]([N:19]3[CH2:24][CH2:23][N:22]([C:25]([C:27]4[CH:28]=[N:29][C:30](F)=[CH:31][C:32]=4[CH3:33])=[O:26])[CH2:21][CH2:20]3)=[N:12][CH:13]=[C:14]([CH:16]3[CH2:18][CH2:17]3)[CH:15]=2)[CH2:9][CH2:8]1, predict the reaction product. The product is: [CH:7]1([C:10]2[C:11]([N:19]3[CH2:20][CH2:21][N:22]([C:25]([C:27]4[C:32]([CH3:33])=[CH:31][C:30]([N:1]5[CH2:5][CH2:4][CH2:3][C:2]5=[O:6])=[N:29][CH:28]=4)=[O:26])[CH2:23][CH2:24]3)=[N:12][CH:13]=[C:14]([CH:16]3[CH2:18][CH2:17]3)[CH:15]=2)[CH2:8][CH2:9]1. (4) Given the reactants Br[C:2]1[C:3]([F:19])=[CH:4][C:5]2[O:11][CH2:10][CH2:9][N:8]3[CH:12]=[C:13]([C:15]([NH2:17])=[O:16])[N:14]=[C:7]3[C:6]=2[CH:18]=1.[CH3:20][C:21]1[CH:26]=[CH:25][N:24]=[C:23]([C:27]([OH:31])([C:29]#[CH:30])[CH3:28])[CH:22]=1, predict the reaction product. The product is: [F:19][C:3]1[C:2]([C:30]#[C:29][C:27]([OH:31])([C:23]2[CH:22]=[C:21]([CH3:20])[CH:26]=[CH:25][N:24]=2)[CH3:28])=[CH:18][C:6]2[C:7]3[N:8]([CH:12]=[C:13]([C:15]([NH2:17])=[O:16])[N:14]=3)[CH2:9][CH2:10][O:11][C:5]=2[CH:4]=1. (5) Given the reactants [F:1][C:2]1[CH:7]=[C:6]([N+:8]([O-])=O)[C:5]([CH3:11])=[CH:4][C:3]=1[O:12][CH3:13], predict the reaction product. The product is: [F:1][C:2]1[C:3]([O:12][CH3:13])=[CH:4][C:5]([CH3:11])=[C:6]([CH:7]=1)[NH2:8]. (6) Given the reactants [Br:1][C:2]1[C:7]([O:8][CH3:9])=[CH:6][C:5]([C:10]2[O:11][CH:12]=[CH:13][CH:14]=2)=[CH:4][C:3]=1[O:15][CH3:16].[N:17]1([C:22]2[CH:27]=[CH:26][C:25]([CH:28]([O:35][CH3:36])[C:29](N(OC)C)=[O:30])=[CH:24][CH:23]=2)[CH:21]=[CH:20][N:19]=[N:18]1, predict the reaction product. The product is: [N:17]1([C:22]2[CH:23]=[CH:24][C:25]([CH:28]([O:35][CH3:36])[C:29]([C:12]3[O:11][C:10]([C:5]4[CH:6]=[C:7]([O:8][CH3:9])[C:2]([Br:1])=[C:3]([O:15][CH3:16])[CH:4]=4)=[CH:14][CH:13]=3)=[O:30])=[CH:26][CH:27]=2)[CH:21]=[CH:20][N:19]=[N:18]1. (7) Given the reactants [CH2:1]([C:5]1[NH:10][C:9](=[O:11])[C:8]([CH2:12][C:13](=[O:18])[C:14]([CH3:17])([CH3:16])[CH3:15])=[C:7]([CH3:19])[N:6]=1)[CH2:2][CH2:3][CH3:4].Br[CH2:21][C:22]1[CH:27]=[CH:26][C:25]([C:28]2[C:29]([C:34]#[N:35])=[CH:30][CH:31]=[CH:32][CH:33]=2)=[CH:24][CH:23]=1.C(=O)([O-])[O-].[K+].[K+].C(OCC)(=O)C, predict the reaction product. The product is: [CH2:1]([C:5]1[N:10]([CH2:21][C:22]2[CH:23]=[CH:24][C:25]([C:28]3[C:29]([C:34]#[N:35])=[CH:30][CH:31]=[CH:32][CH:33]=3)=[CH:26][CH:27]=2)[C:9](=[O:11])[C:8]([CH2:12][C:13](=[O:18])[C:14]([CH3:17])([CH3:16])[CH3:15])=[C:7]([CH3:19])[N:6]=1)[CH2:2][CH2:3][CH3:4]. (8) Given the reactants [F:1][C:2]1[CH:7]=[C:6]([N:8]2[C@H:12]([CH2:13][OH:14])[CH2:11][CH2:10][S:9]2(=[O:16])=[O:15])[CH:5]=[C:4]([F:17])[C:3]=1[C:18]([N:20]1[CH2:25][CH2:24][N:23]([C:26]2[C:31]([CH3:32])=[CH:30][C:29]([CH3:33])=[CH:28][N:27]=2)[CH2:22][CH2:21]1)=[O:19].[H-].[Na+].S(C1C=CC(C)=CC=1)(O[CH3:40])(=O)=O.O, predict the reaction product. The product is: [F:17][C:4]1[CH:5]=[C:6]([N:8]2[C@H:12]([CH2:13][O:14][CH3:40])[CH2:11][CH2:10][S:9]2(=[O:15])=[O:16])[CH:7]=[C:2]([F:1])[C:3]=1[C:18]([N:20]1[CH2:21][CH2:22][N:23]([C:26]2[C:31]([CH3:32])=[CH:30][C:29]([CH3:33])=[CH:28][N:27]=2)[CH2:24][CH2:25]1)=[O:19]. (9) Given the reactants [CH3:1][O:2][C:3]1[CH:30]=[C:29]([O:31][CH3:32])[CH:28]=[CH:27][C:4]=1[CH2:5][N:6]1[C:9](=[O:10])[C@@H:8]([NH:11][C:12](=[O:21])[O:13][CH2:14][C:15]2[CH:20]=[CH:19][CH:18]=[CH:17][CH:16]=2)[C@H:7]1[CH2:22][NH:23][CH2:24][CH2:25][OH:26].C1N=CN([C:38](N2C=NC=C2)=[O:39])C=1, predict the reaction product. The product is: [CH3:1][O:2][C:3]1[CH:30]=[C:29]([O:31][CH3:32])[CH:28]=[CH:27][C:4]=1[CH2:5][N:6]1[C@H:7]([CH2:22][N:23]2[CH2:24][CH2:25][O:26][C:38]2=[O:39])[C@H:8]([NH:11][C:12](=[O:21])[O:13][CH2:14][C:15]2[CH:16]=[CH:17][CH:18]=[CH:19][CH:20]=2)[C:9]1=[O:10].